Dataset: Forward reaction prediction with 1.9M reactions from USPTO patents (1976-2016). Task: Predict the product of the given reaction. (1) Given the reactants [CH:1]1([NH:6][C:7]2[N:16]=[CH:15][C:14]3[CH2:13][CH2:12][C:11]4[C:17]([C:21]([O-])=[O:22])=[N:18][N:19]([CH3:20])[C:10]=4[C:9]=3[N:8]=2)[CH2:5][CH2:4][CH2:3][CH2:2]1.[K+].C([N:27](C(C)C)C(C)C)C.N1(C([O-])=O)C2C=CC=CC=2N=N1.[NH4+], predict the reaction product. The product is: [CH:1]1([NH:6][C:7]2[N:16]=[CH:15][C:14]3[CH2:13][CH2:12][C:11]4[C:17]([C:21]([NH2:27])=[O:22])=[N:18][N:19]([CH3:20])[C:10]=4[C:9]=3[N:8]=2)[CH2:2][CH2:3][CH2:4][CH2:5]1. (2) Given the reactants [CH3:1][O:2][C:3]([C@H:5]1[C@H:7]([C:8]2[CH:9]=[CH:10][C:11]3[O:17][CH2:16][CH2:15][NH:14][CH2:13][C:12]=3[CH:18]=2)[C@H:6]1[C:19]1[CH:24]=[CH:23][CH:22]=[CH:21][CH:20]=1)=[O:4].CCN(C(C)C)C(C)C.[F:34][C:35]([F:49])([F:48])[CH2:36]OS(C1C=CC(C)=CC=1)(=O)=O, predict the reaction product. The product is: [CH3:1][O:2][C:3]([C@H:5]1[C@H:7]([C:8]2[CH:9]=[CH:10][C:11]3[O:17][CH2:16][CH2:15][N:14]([CH2:36][C:35]([F:49])([F:48])[F:34])[CH2:13][C:12]=3[CH:18]=2)[C@H:6]1[C:19]1[CH:20]=[CH:21][CH:22]=[CH:23][CH:24]=1)=[O:4]. (3) Given the reactants [NH:1]([C:8](OCC1C2C(=CC=CC=2)C2C1=CC=CC=2)=[O:9])[C@@H:2]([C:5]([OH:7])=[O:6])[CH2:3][OH:4].[N:25]1[CH:30]=[CH:29][C:28]([CH:31]=O)=[CH:27][CH:26]=1.[F:33][C:34]([F:46])([F:45])[S:35]([C:38]1[CH:44]=[CH:43][C:41]([NH2:42])=[CH:40][CH:39]=1)(=[O:37])=[O:36], predict the reaction product. The product is: [F:33][C:34]([F:46])([F:45])[C:5]([OH:7])=[O:6].[CH3:5][C@H:2]1[N:1]([CH2:31][C:28]2[CH:27]=[CH:26][N:25]=[CH:30][CH:29]=2)[C:8](=[O:9])[N:42]([C:41]2[CH:43]=[CH:44][C:38]([S:35]([C:34]([F:45])([F:33])[F:46])(=[O:36])=[O:37])=[CH:39][CH:40]=2)[C:3]1=[O:4]. (4) The product is: [Br:1][C:2]1[CH:3]=[C:4]([CH2:8][C:9]([O:11][CH2:12][CH3:13])=[O:10])[CH:5]=[CH:6][CH:7]=1. Given the reactants [Br:1][C:2]1[CH:3]=[C:4]([CH2:8][C:9]([OH:11])=[O:10])[CH:5]=[CH:6][CH:7]=1.[CH3:12][CH2:13]O, predict the reaction product. (5) The product is: [C:1]([C:4]1[CH:9]=[N:8][N:7]([CH2:25][CH2:26][N:27]2[CH2:32][CH2:31][O:30][CH2:29][CH2:28]2)[C:6](=[O:10])[C:5]=1[C:11]1[CH:16]=[CH:15][CH:14]=[CH:13][CH:12]=1)(=[O:3])[CH3:2]. Given the reactants [C:1]([C:4]1[CH:9]=[N:8][NH:7][C:6](=[O:10])[C:5]=1[C:11]1[CH:16]=[CH:15][CH:14]=[CH:13][CH:12]=1)(=[O:3])[CH3:2].C(=O)([O-])[O-].[K+].[K+].Cl.Cl[CH2:25][CH2:26][N:27]1[CH2:32][CH2:31][O:30][CH2:29][CH2:28]1, predict the reaction product. (6) The product is: [Si:44]([O:43][CH2:42][CH2:41][N:39]([CH3:40])[CH:36]1[CH2:37][CH2:38][N:33]([C:30]2[CH:29]=[CH:28][C:27]([NH:26][C:2]3[N:3]=[CH:4][C:5]4[C:10]([CH3:12])([CH3:11])[CH2:9][N:8]([S:13]([C:16]5[CH:17]=[CH:18][CH:19]=[C:20]6[C:25]=5[N:24]=[CH:23][CH:22]=[CH:21]6)(=[O:15])=[O:14])[C:6]=4[N:7]=3)=[CH:32][CH:31]=2)[CH2:34][CH2:35]1)([C:47]([CH3:50])([CH3:49])[CH3:48])([CH3:45])[CH3:46]. Given the reactants Cl[C:2]1[N:3]=[CH:4][C:5]2[C:10]([CH3:12])([CH3:11])[CH2:9][N:8]([S:13]([C:16]3[CH:17]=[CH:18][CH:19]=[C:20]4[C:25]=3[N:24]=[CH:23][CH:22]=[CH:21]4)(=[O:15])=[O:14])[C:6]=2[N:7]=1.[NH2:26][C:27]1[CH:32]=[CH:31][C:30]([N:33]2[CH2:38][CH2:37][CH:36]([N:39]([CH2:41][CH2:42][O:43][Si:44]([C:47]([CH3:50])([CH3:49])[CH3:48])([CH3:46])[CH3:45])[CH3:40])[CH2:35][CH2:34]2)=[CH:29][CH:28]=1.C([O-])([O-])=O.[K+].[K+].CC(C1C=C(C(C)C)C(C2C=CC=CC=2P(C2CCCCC2)C2CCCCC2)=C(C(C)C)C=1)C, predict the reaction product. (7) Given the reactants Br[C:2]1[CH:7]=[C:6]([N:8]2[CH2:13][CH2:12][N:11](C(OC(C)(C)C)=O)[CH2:10][CH2:9]2)[N:5]=[C:4]([C:21]2[CH:26]=[CH:25][N:24]=[C:23]([NH:27][CH:28]3[CH2:33][CH2:32][CH2:31][CH2:30][CH2:29]3)[CH:22]=2)[CH:3]=1.[NH:34]1[CH:38]=[C:37](B(O)O)[CH:36]=[N:35]1.C([O-])([O-])=O.[Na+].[Na+].COCCOC, predict the reaction product. The product is: [CH:28]1([NH:27][C:23]2[CH:22]=[C:21]([C:4]3[CH:3]=[C:2]([C:37]4[CH:38]=[N:34][NH:35][CH:36]=4)[CH:7]=[C:6]([N:8]4[CH2:9][CH2:10][NH:11][CH2:12][CH2:13]4)[N:5]=3)[CH:26]=[CH:25][N:24]=2)[CH2:33][CH2:32][CH2:31][CH2:30][CH2:29]1.